From a dataset of Catalyst prediction with 721,799 reactions and 888 catalyst types from USPTO. Predict which catalyst facilitates the given reaction. Reactant: [NH2:1][C:2]1[C:7]([C:8]#[N:9])=[C:6]([O:10][CH2:11][CH3:12])[N:5]=[C:4]([C:13]([OH:15])=O)[CH:3]=1.F[B-](F)(F)F.N1(OC(N(C)C)=[N+](C)C)C2C=CC=CC=2N=N1.[CH2:38]([N:45]1[CH2:50][CH2:49][N:48]([CH2:51][CH2:52][NH2:53])[CH2:47][CH2:46]1)[C:39]1[CH:44]=[CH:43][CH:42]=[CH:41][CH:40]=1.C(N(C(C)C)CC)(C)C. Product: [NH2:1][C:2]1[C:7]([C:8]#[N:9])=[C:6]([O:10][CH2:11][CH3:12])[N:5]=[C:4]([C:13]([NH:53][CH2:52][CH2:51][N:48]2[CH2:49][CH2:50][N:45]([CH2:38][C:39]3[CH:44]=[CH:43][CH:42]=[CH:41][CH:40]=3)[CH2:46][CH2:47]2)=[O:15])[CH:3]=1. The catalyst class is: 80.